From a dataset of Full USPTO retrosynthesis dataset with 1.9M reactions from patents (1976-2016). Predict the reactants needed to synthesize the given product. (1) Given the product [C:5]([O:4][C:3](=[O:9])[NH:2][CH2:10][C@H:18]1[C:31]2[C:26](=[CH:27][CH:28]=[CH:29][CH:30]=2)[CH2:36][C@@H:13]1[OH:38])([CH3:6])([CH3:7])[CH3:8], predict the reactants needed to synthesize it. The reactants are: C[N:2]([C@@H:10]1[C:18]2[C:13](=CC=CC=2)C[C@@H]1OC1CCCCO1)[C:3](=[O:9])[O:4][C:5]([CH3:8])([CH3:7])[CH3:6].[C:26]1([CH3:36])[CH:31]=[CH:30][C:29](S(O)(=O)=O)=[CH:28][CH:27]=1.C([O-])(O)=[O:38].[Na+].O. (2) The reactants are: [N:1]1[C:10]2[C:5](=[CH:6][CH:7]=[CH:8][CH:9]=2)[CH:4]=[CH:3][C:2]=1[NH:11][CH2:12][CH2:13][CH2:14][NH2:15].[CH:16]1[C:25]2[C:20](=[CH:21][CH:22]=[CH:23][CH:24]=2)[CH:19]=[CH:18][C:17]=1[CH:26]=O.[BH3-]C#N.[Na+]. Given the product [CH:16]1[C:25]2[C:20](=[CH:21][CH:22]=[CH:23][CH:24]=2)[CH:19]=[CH:18][C:17]=1[CH2:26][NH:15][CH2:14][CH2:13][CH2:12][NH:11][C:2]1[CH:3]=[CH:4][C:5]2[C:10](=[CH:9][CH:8]=[CH:7][CH:6]=2)[N:1]=1, predict the reactants needed to synthesize it. (3) Given the product [OH:14][NH:13][C:3]1([CH2:1][CH3:2])[C:4](=[O:11])[NH:5][C:6](=[O:10])[NH:7][C:8]1=[O:9], predict the reactants needed to synthesize it. The reactants are: [CH2:1]([CH:3]1[C:8](=[O:9])[NH:7][C:6](=[O:10])[NH:5][C:4]1=[O:11])[CH3:2].N([O-])=[N+:13]([O-])[O-:14].[Na+].[Na+].C(N(CC(O)=O)CCN(CC(O)=O)CC(O)=O)CN(CC(O)=O)CC(O)=O. (4) Given the product [O:2]=[C:3]1[CH2:12][CH2:11][C:10]2[C:5](=[CH:6][CH:7]=[N:8][CH:9]=2)[N:4]1[CH2:13][C:14]([OH:16])=[O:15], predict the reactants needed to synthesize it. The reactants are: Cl.[O:2]=[C:3]1[CH2:12][CH2:11][C:10]2[C:5](=[CH:6][CH:7]=[N:8][CH:9]=2)[N:4]1[CH2:13][C:14]([O:16]C)=[O:15]. (5) Given the product [C:1]([C:4]1[CH:9]=[CH:8][C:7]([C:14]2/[C:15](=[CH:40]/[CH:41]=[C:42]3/[N:43]([CH2:57][CH2:58][CH2:59][S:60]([O-:63])(=[O:62])=[O:61])[C:44]4[C:49]([C:50]/3([CH3:51])[CH3:52])=[CH:48][C:47]([S:53]([O-:56])(=[O:54])=[O:55])=[CH:46][CH:45]=4)/[CH2:16][CH2:17][CH2:18][C:19]=2[CH:20]=[CH:21][C:22]2[C:23]([CH3:39])([CH3:38])[C:24]3[C:25]([N:37]=2)=[N+:26]([CH2:30][CH2:31][CH2:32][S:33]([O-:36])(=[O:35])=[O:34])[CH:27]=[CH:28][CH:29]=3)=[CH:6][CH:5]=1)([OH:3])=[O:2].[Na+:64].[Na+:64], predict the reactants needed to synthesize it. The reactants are: [C:1]([C:4]1[CH:9]=[CH:8][C:7](B(O)O)=[CH:6][CH:5]=1)([OH:3])=[O:2].Cl[C:14]1=[C:15]([CH:40]=[CH:41][C:42]2[C:50]([CH3:52])([CH3:51])[C:49]3[C:44](=[CH:45][CH:46]=[C:47]([S:53]([O-:56])(=[O:55])=[O:54])[CH:48]=3)[N+:43]=2[CH2:57][CH2:58][CH2:59][S:60]([O-:63])(=[O:62])=[O:61])[CH2:16][CH2:17][CH2:18]/[C:19]/1=[CH:20]\[CH:21]=[C:22]1/[C:23]([CH3:39])([CH3:38])[C:24]2[C:25](=[N:37]/1)[N:26]([CH2:30][CH2:31][CH2:32][S:33]([O-:36])(=[O:35])=[O:34])[CH:27]=[CH:28][CH:29]=2.[Na+:64].[Na+]. (6) The reactants are: [Br:1][C:2]1[CH:3]=[N:4][CH:5]=[C:6]([CH:10]=1)C(O)=O.C1(P(N=[N+]=[N-])(C2C=CC=CC=2)=[O:18])C=CC=CC=1.C([N:30]([CH2:33]C)CC)C.[C:35]([OH:39])([CH3:38])([CH3:37])[CH3:36]. Given the product [Br:1][C:2]1[CH:10]=[C:6]([NH:30][C:33](=[O:18])[O:39][C:35]([CH3:38])([CH3:37])[CH3:36])[CH:5]=[N:4][CH:3]=1, predict the reactants needed to synthesize it.